From a dataset of Catalyst prediction with 721,799 reactions and 888 catalyst types from USPTO. Predict which catalyst facilitates the given reaction. (1) Reactant: [C:1]12([CH2:11][CH2:12][C:13](OC)=[O:14])[CH2:10][CH:5]3[CH2:6][CH:7]([CH2:9][CH:3]([CH2:4]3)[CH2:2]1)[CH2:8]2.[H-].[Al+3].[Li+].[H-].[H-].[H-].O.[OH-].[Na+]. Product: [C:1]12([CH2:11][CH2:12][CH2:13][OH:14])[CH2:8][CH:7]3[CH2:6][CH:5]([CH2:4][CH:3]([CH2:9]3)[CH2:2]1)[CH2:10]2. The catalyst class is: 7. (2) Reactant: C([O:3][C:4](=[O:37])[CH2:5][CH2:6][C:7]1[CH:12]=[CH:11][C:10]([NH:13][C:14]([C:16]2[C:17]([C:22]3[CH:27]=[CH:26][C:25]([C:28]([F:31])([F:30])[F:29])=[CH:24][CH:23]=3)=[CH:18][CH:19]=[CH:20][CH:21]=2)=[O:15])=[C:9]([C:32](=[O:36])[N:33]([CH3:35])[CH3:34])[CH:8]=1)C.[OH-].[Na+]. Product: [CH3:35][N:33]([CH3:34])[C:32]([C:9]1[CH:8]=[C:7]([CH2:6][CH2:5][C:4]([OH:37])=[O:3])[CH:12]=[CH:11][C:10]=1[NH:13][C:14]([C:16]1[C:17]([C:22]2[CH:27]=[CH:26][C:25]([C:28]([F:31])([F:29])[F:30])=[CH:24][CH:23]=2)=[CH:18][CH:19]=[CH:20][CH:21]=1)=[O:15])=[O:36]. The catalyst class is: 8. (3) Reactant: CC1NC(C)=CC=1C1C=C[CH:10]=[C:9]([C:13]2[CH:18]=[CH:17][C:16]([C:19]3[CH:24]=[CH:23][C:22]([CH2:25][N:26]4[CH2:31][CH2:30][N:29]([CH2:32]CC5C=CC=CC=5)[CH2:28][CH2:27]4)=[CH:21][CH:20]=3)=[CH:15][CH:14]=2)[N:8]=1.Cl.NO.O.Cl. The catalyst class is: 8. Product: [CH2:32]([N:29]1[CH2:28][CH2:27][N:26]([CH2:25][C:22]2[CH:23]=[CH:24][C:19]([C:16]3[CH:15]=[CH:14][C:13]([C:9]4[N:8]=[C:9]([NH2:8])[CH:13]=[CH:14][CH:10]=4)=[CH:18][CH:17]=3)=[CH:20][CH:21]=2)[CH2:31][CH2:30]1)[CH2:16][C:19]1[CH:24]=[CH:23][CH:22]=[CH:21][CH:20]=1. (4) Reactant: [Cl:1][C:2]1[CH:3]=[C:4]([C:12]2[O:16][N:15]=[C:14]([C:17]3[CH:22]=[CH:21][C:20]([OH:23])=[CH:19][C:18]=3[CH2:24][CH3:25])[N:13]=2)[CH:5]=[CH:6][C:7]=1[O:8][CH:9]([CH3:11])[CH3:10].C(=O)([O-])[O-].[K+].[K+].[Br:32][CH2:33][CH2:34]Br. Product: [Br:32][CH2:33][CH2:34][O:23][C:20]1[CH:21]=[CH:22][C:17]([C:14]2[N:13]=[C:12]([C:4]3[CH:5]=[CH:6][C:7]([O:8][CH:9]([CH3:10])[CH3:11])=[C:2]([Cl:1])[CH:3]=3)[O:16][N:15]=2)=[C:18]([CH2:24][CH3:25])[CH:19]=1. The catalyst class is: 42. (5) Reactant: Br[C:2]1[C:6]([Br:7])=[C:5]([CH3:8])[S:4][C:3]=1[CH3:9].C([Li])CCC.[F:15][C:16]([F:26])([F:25])[C:17]1[CH:24]=[CH:23][C:20]([CH:21]=[O:22])=[CH:19][CH:18]=1. The catalyst class is: 469. Product: [Br:7][C:6]1[C:2]([CH:21]([C:20]2[CH:19]=[CH:18][C:17]([C:16]([F:15])([F:25])[F:26])=[CH:24][CH:23]=2)[OH:22])=[C:3]([CH3:9])[S:4][C:5]=1[CH3:8].